Dataset: Peptide-MHC class I binding affinity with 185,985 pairs from IEDB/IMGT. Task: Regression. Given a peptide amino acid sequence and an MHC pseudo amino acid sequence, predict their binding affinity value. This is MHC class I binding data. The MHC is HLA-B51:01 with pseudo-sequence HLA-B51:01. The binding affinity (normalized) is 0.0879. The peptide sequence is LPDTIETLML.